Dataset: Forward reaction prediction with 1.9M reactions from USPTO patents (1976-2016). Task: Predict the product of the given reaction. (1) Given the reactants [Br:1][C:2]1[CH:3]=[C:4]([CH:12]=[C:13]([Cl:15])[CH:14]=1)[O:5][CH2:6][CH:7]([OH:11])[CH2:8][NH:9][CH3:10].C(N(CC)CC)C.[CH3:35][C:34]([O:33][C:31](O[C:31]([O:33][C:34]([CH3:37])([CH3:36])[CH3:35])=[O:32])=[O:32])([CH3:37])[CH3:36], predict the reaction product. The product is: [Br:1][C:2]1[CH:3]=[C:4]([CH:12]=[C:13]([Cl:15])[CH:14]=1)[O:5][CH2:6][CH:7]([OH:11])[CH2:8][N:9]([CH3:10])[C:31](=[O:32])[O:33][C:34]([CH3:35])([CH3:36])[CH3:37]. (2) Given the reactants C(O[CH:4]=[CH:5][C:6](=O)[CH:7]([F:9])[F:8])C.S(O)(O)(=O)=O.[NH2:16][C:17]1[NH:18][CH:19]=[CH:20][N:21]=1.[NH2:16][C:17]1[NH:18][CH:19]=[CH:20][N:21]=1, predict the reaction product. The product is: [F:9][CH:7]([F:8])[C:6]1[CH:5]=[CH:4][N:18]2[CH:19]=[CH:20][N:21]=[C:17]2[N:16]=1.